This data is from Reaction yield outcomes from USPTO patents with 853,638 reactions. The task is: Predict the reaction yield, written as a fraction of the theoretical maximum amount of product (1.0 means a 100% yield; for example, 0.34 means a 34% yield). (1) The reactants are [CH2:1]([N:8]1[CH:12]([CH3:13])[CH2:11][CH:10]([CH2:14][OH:15])[CH2:9]1)[C:2]1[CH:7]=[CH:6][CH:5]=[CH:4][CH:3]=1.C(N(CC)CC)C.[S:23](Cl)([C:26]1[CH:32]=[CH:31][C:29]([CH3:30])=[CH:28][CH:27]=1)(=[O:25])=[O:24].C(OCC)(=O)C.CCCCCC. The catalyst is ClCCl. The product is [CH3:30][C:29]1[CH:31]=[CH:32][C:26]([S:23]([O:15][CH2:14][CH:10]2[CH2:11][CH:12]([CH3:13])[N:8]([CH2:1][C:2]3[CH:7]=[CH:6][CH:5]=[CH:4][CH:3]=3)[CH2:9]2)(=[O:25])=[O:24])=[CH:27][CH:28]=1. The yield is 0.310. (2) The reactants are [Cl:1][C:2]1[C:10]2[N:9]=[C:8]3[N:11]([C:15]4[CH:20]=[CH:19][C:18]([Cl:21])=[CH:17][C:16]=4[Cl:22])[CH2:12][CH2:13][CH2:14][N:7]3[C:6]=2[C:5]([CH:23](O)[CH2:24][CH3:25])=[CH:4][CH:3]=1.COCCN(S(F)(F)[F:37])CCOC. The catalyst is C(#N)C.C(OCC)(=O)C. The product is [Cl:1][C:2]1[C:10]2[N:9]=[C:8]3[N:11]([C:15]4[CH:20]=[CH:19][C:18]([Cl:21])=[CH:17][C:16]=4[Cl:22])[CH2:12][CH2:13][CH2:14][N:7]3[C:6]=2[C:5]([CH:23]([F:37])[CH2:24][CH3:25])=[CH:4][CH:3]=1. The yield is 0.770. (3) The yield is 0.530. The product is [Cl:22][C:20]1[CH:19]=[CH:18][C:16]2[N:17]=[C:12]([NH2:11])[N:13]=[C:14]([N:1]3[CH:5]=[N:4][CH:3]=[N:2]3)[C:15]=2[N:21]=1. The reactants are [NH:1]1[CH:5]=[N:4][CH:3]=[N:2]1.P(Cl)(Cl)(Cl)=O.[NH2:11][C:12]1[NH:13][C:14](=O)[C:15]2[N:21]=[C:20]([Cl:22])[CH:19]=[CH:18][C:16]=2[N:17]=1.CCN(C(C)C)C(C)C. The catalyst is C(#N)C. (4) The reactants are C1(P(C2CCCCC2)C2C=CC=CC=2C2C(OC)=CC=CC=2OC)CCCCC1.C(=O)([O-])[O-].[K+].[K+].[F:36][C:37]1[CH:70]=[N:69][C:40]2[N:41]([C:62]3[CH:67]=[CH:66][CH:65]=[C:64](I)[CH:63]=3)[C:42](=[O:61])[N:43]([C@@H:46]3[CH2:51][CH2:50][C@H:49]([NH:52][C:53](=[O:60])[C@H:54]4[CH2:58][CH2:57][CH2:56][N:55]4[CH3:59])[CH2:48][CH2:47]3)[C:44](=[O:45])[C:39]=2[CH:38]=1.[CH3:71][N:72]([CH2:74][C:75]1[CH:80]=[CH:79][CH:78]=[CH:77][C:76]=1B(O)O)[CH3:73]. The catalyst is C(#N)C.O.C([O-])(=O)C.[Pd+2].C([O-])(=O)C. The product is [CH3:71][N:72]([CH2:74][C:75]1[CH:80]=[CH:79][CH:78]=[CH:77][C:76]=1[C:64]1[CH:65]=[CH:66][CH:67]=[C:62]([N:41]2[C:40]3[N:69]=[CH:70][C:37]([F:36])=[CH:38][C:39]=3[C:44](=[O:45])[N:43]([C@@H:46]3[CH2:47][CH2:48][C@H:49]([NH:52][C:53](=[O:60])[C@H:54]4[CH2:58][CH2:57][CH2:56][N:55]4[CH3:59])[CH2:50][CH2:51]3)[C:42]2=[O:61])[CH:63]=1)[CH3:73]. The yield is 0.0200. (5) The reactants are [CH3:1][CH:2]1[CH2:8][C:7]2[CH:9]=[C:10]3[O:15][CH2:14][O:13][C:11]3=[CH:12][C:6]=2[C:5]([C:16]2[CH:21]=[CH:20][C:19]([N+:22]([O-:24])=[O:23])=[CH:18][CH:17]=2)=[N:4][N:3]1[C:25]([NH:27][NH:28][C:29](NC)=[O:30])=[S:26].Cl. No catalyst specified. The product is [CH3:1][CH:2]1[CH2:8][C:7]2[CH:9]=[C:10]3[O:15][CH2:14][O:13][C:11]3=[CH:12][C:6]=2[C:5]([C:16]2[CH:21]=[CH:20][C:19]([N+:22]([O-:24])=[O:23])=[CH:18][CH:17]=2)=[N:4][N:3]1[C:25]1[S:26][C:29](=[O:30])[NH:28][N:27]=1. The yield is 0.700. (6) The product is [OH:8][CH2:9][CH2:10][CH2:11][CH2:12][O:13][C:14]1([C:40]2[CH:45]=[CH:44][CH:43]=[CH:42][C:41]=2[CH3:46])[CH2:15][N:16]([C:18](=[O:39])[C@H:19]([NH:29][C:30](=[O:38])[CH2:31][CH2:32][C:33]2[N:34]=[CH:35][NH:36][CH:37]=2)[CH2:20][C:21]2[CH:22]=[CH:23][C:24]([O:27][CH3:28])=[CH:25][CH:26]=2)[CH2:17]1. The yield is 0.670. The reactants are C([O:8][CH2:9][CH2:10][CH2:11][CH2:12][O:13][C:14]1([C:40]2[CH:45]=[CH:44][CH:43]=[CH:42][C:41]=2[CH3:46])[CH2:17][N:16]([C:18](=[O:39])[C@H:19]([NH:29][C:30](=[O:38])[CH2:31][CH2:32][C:33]2[N:34]=[CH:35][NH:36][CH:37]=2)[CH2:20][C:21]2[CH:26]=[CH:25][C:24]([O:27][CH3:28])=[CH:23][CH:22]=2)[CH2:15]1)C1C=CC=CC=1.C. The catalyst is C(O)(=O)C.[OH-].[Pd+2].[OH-]. (7) The reactants are Cl.[O:2]1[CH2:6][CH2:5][C@H:4]([NH2:7])[CH2:3]1.CCN(C(C)C)C(C)C.[OH:17][C:18]12[CH2:27][CH:22]3[CH2:23][CH:24]([CH2:26][CH:20]([CH:21]3[NH:28][C:29]([C:31]3[C:32]([CH:41]([CH3:43])[CH3:42])=[N:33][C:34](S(C)(=O)=O)=[N:35][CH:36]=3)=[O:30])[CH2:19]1)[CH2:25]2. The catalyst is C1COCC1. The product is [OH:17][C:18]12[CH2:19][CH:20]3[CH2:26][CH:24]([CH2:23][CH:22]([CH:21]3[NH:28][C:29]([C:31]3[C:32]([CH:41]([CH3:43])[CH3:42])=[N:33][C:34]([NH:7][C@H:4]4[CH2:5][CH2:6][O:2][CH2:3]4)=[N:35][CH:36]=3)=[O:30])[CH2:27]1)[CH2:25]2. The yield is 0.410. (8) No catalyst specified. The reactants are [CH2:1]([O:5][C:6]1[N:7]=[CH:8][C:9]([C:12]([OH:14])=O)=[N:10][CH:11]=1)[C:2]#[C:3][CH3:4].[CH3:15][C:16]1[C:17]([NH2:31])=[N:18][C:19]2([C:29]3[C:24](=[CH:25][CH:26]=[C:27]([NH2:30])[CH:28]=3)[O:23][CH2:22][CH2:21]2)[N:20]=1. The yield is 0.240. The product is [NH2:31][C:17]1[C:16]([CH3:15])=[N:20][C:19]2([C:29]3[C:24](=[CH:25][CH:26]=[C:27]([NH:30][C:12]([C:9]4[CH:8]=[N:7][C:6]([O:5][CH2:1][C:2]#[C:3][CH3:4])=[CH:11][N:10]=4)=[O:14])[CH:28]=3)[O:23][CH2:22][CH2:21]2)[N:18]=1.